The task is: Regression. Given a peptide amino acid sequence and an MHC pseudo amino acid sequence, predict their binding affinity value. This is MHC class II binding data.. This data is from Peptide-MHC class II binding affinity with 134,281 pairs from IEDB. (1) The peptide sequence is TKVIMGAVLIWVGIN. The MHC is DRB1_0401 with pseudo-sequence DRB1_0401. The binding affinity (normalized) is 0. (2) The binding affinity (normalized) is 0.377. The peptide sequence is KAYQQGVTVDSI. The MHC is DRB1_0301 with pseudo-sequence DRB1_0301. (3) The peptide sequence is TLYGPQLSQKIVQIN. The MHC is HLA-DPA10201-DPB10501 with pseudo-sequence HLA-DPA10201-DPB10501. The binding affinity (normalized) is 0. (4) The peptide sequence is AGGAGGVGAVGGKGG. The MHC is DRB1_1302 with pseudo-sequence DRB1_1302. The binding affinity (normalized) is 0.0232. (5) The peptide sequence is FAVATITHAAELQRV. The MHC is DRB1_1302 with pseudo-sequence DRB1_1302. The binding affinity (normalized) is 0.621. (6) The peptide sequence is LKYDFNHDPTPLCQK. The MHC is DRB1_0101 with pseudo-sequence DRB1_0101. The binding affinity (normalized) is 0.618. (7) The peptide sequence is LFTGMNYCTTGAYSNA. The MHC is H-2-IAb with pseudo-sequence H-2-IAb. The binding affinity (normalized) is 0.401.